Dataset: Forward reaction prediction with 1.9M reactions from USPTO patents (1976-2016). Task: Predict the product of the given reaction. Given the reactants [CH2:1]([C:13]1[CH:14]=[C:15]([C:18]2[NH:19][C:20](=[O:44])[C:21]3[C:25]=2[C:24](=[O:26])[NH:23][C:22]=3[C:27]2[S:28][CH:29]=[C:30]([CH2:32][CH2:33][CH2:34][CH2:35][CH2:36][CH2:37][CH2:38][CH2:39][CH2:40][CH2:41][CH2:42][CH3:43])[CH:31]=2)[S:16][CH:17]=1)[CH2:2][CH2:3][CH2:4][CH2:5][CH2:6][CH2:7][CH2:8][CH2:9][CH2:10][CH2:11][CH3:12].I[CH2:46][CH:47]([CH2:52][CH2:53][CH2:54][CH2:55][CH2:56][CH3:57])[CH2:48][CH2:49][CH2:50][CH3:51].C([O-])([O-])=O.[Cs+].[Cs+], predict the reaction product. The product is: [CH2:48]([CH:47]([CH2:52][CH2:53][CH2:54][CH2:55][CH2:56][CH3:57])[CH2:46][N:23]1[C:22]([C:27]2[S:28][CH:29]=[C:30]([CH2:32][CH2:33][CH2:34][CH2:35][CH2:36][CH2:37][CH2:38][CH2:39][CH2:40][CH2:41][CH2:42][CH3:43])[CH:31]=2)=[C:21]2[C:25](=[C:18]([C:15]3[S:16][CH:17]=[C:13]([CH2:1][CH2:2][CH2:3][CH2:4][CH2:5][CH2:6][CH2:7][CH2:8][CH2:9][CH2:10][CH2:11][CH3:12])[CH:14]=3)[N:19]([CH2:17][CH:13]([CH2:1][CH2:2][CH2:3][CH3:4])[CH2:14][CH2:15][CH2:18][CH2:25][CH2:21][CH3:20])[C:20]2=[O:44])[C:24]1=[O:26])[CH2:49][CH2:50][CH3:51].